Dataset: Reaction yield outcomes from USPTO patents with 853,638 reactions. Task: Predict the reaction yield, written as a fraction of the theoretical maximum amount of product (1.0 means a 100% yield; for example, 0.34 means a 34% yield). (1) The reactants are [CH3:1][O:2][NH:3][C:4]([C:6]1[C:7](=[O:29])[C:8]2[CH:13]=[N:12][C:11](S(C)(=O)=O)=[N:10][C:9]=2[N:18]([C:20]2[CH:21]=[C:22]3[C:26](=[CH:27][CH:28]=2)[CH2:25][CH2:24][CH2:23]3)[CH:19]=1)=[O:5].[CH3:30][S:31]([N:34]1[CH2:39][CH2:38][N:37]([C:40]2[CH:41]=[C:42]([NH2:46])[CH:43]=[CH:44][CH:45]=2)[CH2:36][CH2:35]1)(=[O:33])=[O:32]. The catalyst is O1CCOCC1.O.C(OCC)(=O)C.[O-]S(C(F)(F)F)(=O)=O.[Ag+]. The product is [CH3:1][O:2][NH:3][C:4]([C:6]1[C:7](=[O:29])[C:8]2[CH:13]=[N:12][C:11]([NH:46][C:42]3[CH:43]=[CH:44][CH:45]=[C:40]([N:37]4[CH2:38][CH2:39][N:34]([S:31]([CH3:30])(=[O:33])=[O:32])[CH2:35][CH2:36]4)[CH:41]=3)=[N:10][C:9]=2[N:18]([C:20]2[CH:21]=[C:22]3[C:26](=[CH:27][CH:28]=2)[CH2:25][CH2:24][CH2:23]3)[CH:19]=1)=[O:5]. The yield is 0.0400. (2) The reactants are CC(C)([O-])C.[K+].[C:7]([CH2:9][C:10]([NH2:12])=[O:11])#[N:8].F[C:14]1[CH:20]=[CH:19][C:18]([N+:21]([O-:23])=[O:22])=[CH:17][C:15]=1[NH2:16].[Cl-].[NH4+]. The catalyst is CN(C)C=O. The product is [NH2:16][C:15]1[CH:17]=[C:18]([N+:21]([O-:23])=[O:22])[CH:19]=[CH:20][C:14]=1[CH:9]([C:7]#[N:8])[C:10]([NH2:12])=[O:11]. The yield is 0.940. (3) The product is [CH3:22][S:23]([O:1][C@@H:2]1[CH2:6][CH2:5][C@H:4]([NH:7][C:8](=[O:14])[O:9][C:10]([CH3:11])([CH3:13])[CH3:12])[CH2:3]1)(=[O:25])=[O:24]. The reactants are [OH:1][C@@H:2]1[CH2:6][CH2:5][C@H:4]([NH:7][C:8](=[O:14])[O:9][C:10]([CH3:13])([CH3:12])[CH3:11])[CH2:3]1.C(N(CC)CC)C.[CH3:22][S:23](Cl)(=[O:25])=[O:24]. The yield is 0.910. The catalyst is ClCCl.O. (4) The reactants are [C:1]1([C:7]2[O:11][C:10]([CH:12]3[CH2:16][CH2:15][CH:14]([C:17]([O:19]C)=[O:18])[CH2:13]3)=[N:9][N:8]=2)[CH:6]=[CH:5][CH:4]=[CH:3][CH:2]=1.[OH-].[Na+]. The catalyst is CO.O. The product is [C:1]1([C:7]2[O:11][C:10]([CH:12]3[CH2:16][CH2:15][CH:14]([C:17]([OH:19])=[O:18])[CH2:13]3)=[N:9][N:8]=2)[CH:2]=[CH:3][CH:4]=[CH:5][CH:6]=1. The yield is 0.760. (5) The reactants are [F:1][C:2]1[CH:3]=[C:4]([C:9]2[CH:10]=[C:11](COS(C)(=O)=O)[C:12](=[O:19])[N:13]([CH2:15][CH:16]([CH3:18])[CH3:17])[N:14]=2)[CH:5]=[CH:6][C:7]=1[CH3:8].[C:26](=O)([O-])[O-].[K+].[K+].[N:32]1([C:38]([O:40][C:41]([CH3:44])([CH3:43])[CH3:42])=[O:39])[CH2:37][CH2:36][NH:35][CH2:34][CH2:33]1.O. The catalyst is C(#N)C. The product is [C:41]([O:40][C:38]([N:32]1[CH2:37][CH2:36][N:35]([C:11]2[C:12](=[O:19])[N:13]([CH2:15][CH:16]([CH3:17])[CH3:18])[N:14]=[C:9]([C:4]3[CH:5]=[CH:6][C:7]([CH3:8])=[C:2]([F:1])[CH:3]=3)[C:10]=2[CH3:26])[CH2:34][CH2:33]1)=[O:39])([CH3:44])([CH3:43])[CH3:42]. The yield is 0.924.